Predict which catalyst facilitates the given reaction. From a dataset of Catalyst prediction with 721,799 reactions and 888 catalyst types from USPTO. (1) Reactant: C[Si](C)(C)[N-][Si](C)(C)C.[Na+].[Cl:11][C:12]1[C:17]([Cl:18])=[CH:16][CH:15]=[C:14]([Cl:19])[C:13]=1[CH2:20][C:21]([NH:23][C:24]1[C:25]([C:30]([OH:32])=O)=[N:26][CH:27]=[CH:28][N:29]=1)=[O:22].O([CH2:41][CH:42]([F:44])[F:43])S(C(F)(F)F)(=O)=O.Cl. Product: [F:43][CH:42]([F:44])[CH2:41][N:23]1[C:24]2=[N:29][CH:28]=[CH:27][N:26]=[C:25]2[C:30]([OH:32])=[C:20]([C:13]2[C:14]([Cl:19])=[CH:15][CH:16]=[C:17]([Cl:18])[C:12]=2[Cl:11])[C:21]1=[O:22]. The catalyst class is: 7. (2) Reactant: [Cl:1][C:2]1[CH:3]=[C:4]([N:8]2[C:12]([C:13]3[CH:18]=[C:17]([CH3:19])[CH:16]=[C:15]([F:20])[CH:14]=3)=[CH:11][C:10]([C:21](O)=[O:22])=[N:9]2)[CH:5]=[CH:6][CH:7]=1.C(N(CC)C(C)C)(C)C.ClC1C=C(N2C(C3C=CC=C(OCCO)C=3)=CC(C([N:57]3[CH2:61][C:60](=[O:62])[NH:59][CH2:58]3)=O)=N2)C=CC=1. Product: [Cl:1][C:2]1[CH:3]=[C:4]([N:8]2[C:12]([C:13]3[CH:18]=[C:17]([CH3:19])[CH:16]=[C:15]([F:20])[CH:14]=3)=[CH:11][C:10]([C:21]([N:57]3[CH2:61][C:60](=[O:62])[NH:59][CH2:58]3)=[O:22])=[N:9]2)[CH:5]=[CH:6][CH:7]=1. The catalyst class is: 106.